Dataset: Reaction yield outcomes from USPTO patents with 853,638 reactions. Task: Predict the reaction yield, written as a fraction of the theoretical maximum amount of product (1.0 means a 100% yield; for example, 0.34 means a 34% yield). (1) The reactants are [Al].Br[C:3]1[CH:8]=[CH:7][C:6]([O:9][CH3:10])=[CH:5][C:4]=1[N+:11]([O-:13])=[O:12].CC1(C)C(C)(C)OB([C:22]2[CH:27]=[CH:26][C:25]([O:28][CH3:29])=[CH:24][CH:23]=2)O1.C(=O)([O-])[O-].[K+].[K+]. The catalyst is C1(C)C=CC=CC=1. The product is [CH3:10][O:9][C:6]1[CH:7]=[CH:8][C:3]([C:22]2[CH:27]=[CH:26][C:25]([O:28][CH3:29])=[CH:24][CH:23]=2)=[C:4]([N+:11]([O-:13])=[O:12])[CH:5]=1. The yield is 0.720. (2) The reactants are [O:1]1CCOCC1.C([O:9][C:10]([C:12]1[C:20]2[C:15](=[CH:16][CH:17]=[C:18]([O:21][C:22]3[CH:27]=[CH:26][C:25]([C:28]([F:31])([F:30])[F:29])=[CH:24][CH:23]=3)[CH:19]=2)[N:14]([C:32]2[CH:37]=[CH:36][C:35]([O:38][CH:39]([CH3:41])[CH3:40])=[CH:34][CH:33]=2)[C:13]=1[CH2:42][C:43](=[O:53])[NH:44][C:45]1([C:48]([O:50]CC)=[O:49])[CH2:47][CH2:46]1)=[O:11])C.Cl.O. The catalyst is [OH-].[Na+]. The product is [OH2:1].[OH2:9].[C:48]([C:45]1([NH:44][C:43]([CH2:42][C:13]2[N:14]([C:32]3[CH:37]=[CH:36][C:35]([O:38][CH:39]([CH3:41])[CH3:40])=[CH:34][CH:33]=3)[C:15]3[C:20]([C:12]=2[C:10]([OH:11])=[O:9])=[CH:19][C:18]([O:21][C:22]2[CH:27]=[CH:26][C:25]([C:28]([F:31])([F:29])[F:30])=[CH:24][CH:23]=2)=[CH:17][CH:16]=3)=[O:53])[CH2:46][CH2:47]1)([OH:50])=[O:49]. The yield is 0.700. (3) The reactants are [CH2:1]([NH:7][C:8](=O)[CH3:9])[CH2:2][CH2:3][CH2:4][CH2:5][CH3:6].[CH3:11][N:12](C)[C:13](Cl)=O. The catalyst is C1(C)C=CC=CC=1. The product is [CH3:11][N:12]([CH3:13])[C:8](=[N:7][CH2:1][CH2:2][CH2:3][CH2:4][CH2:5][CH3:6])[CH3:9]. The yield is 0.490. (4) The catalyst is O1CCCC1.CO. The yield is 0.900. The reactants are [CH3:1][N:2]1[C:7](=[O:8])[CH2:6][CH2:5][CH:4]([C:9](=[O:36])[CH2:10][C@H:11]([C:19]2[CH:24]=[CH:23][C:22]([N:25]3[CH2:30][CH2:29][CH:28]([C:31]([O:33]CC)=[O:32])[CH2:27][CH2:26]3)=[CH:21][CH:20]=2)[C:12]2[CH:17]=[CH:16][CH:15]=[CH:14][C:13]=2[CH3:18])[CH2:3]1.[OH-].[Na+:38]. The product is [CH3:1][N:2]1[C:7](=[O:8])[CH2:6][CH2:5][CH:4]([C:9](=[O:36])[CH2:10][C@H:11]([C:19]2[CH:20]=[CH:21][C:22]([N:25]3[CH2:26][CH2:27][CH:28]([C:31]([O-:33])=[O:32])[CH2:29][CH2:30]3)=[CH:23][CH:24]=2)[C:12]2[CH:17]=[CH:16][CH:15]=[CH:14][C:13]=2[CH3:18])[CH2:3]1.[Na+:38]. (5) The reactants are [NH2:1][C:2]1[CH:6]([O:7][CH2:8][CH3:9])[O:5][C:4](=[O:10])[CH:3]=1.C[Si]([N-][Si](C)(C)C)(C)C.[Li+].[C:21]([O:25][C:26]([N:28]1[CH2:32][CH2:31][CH2:30][CH:29]1[C:33](F)=[O:34])=[O:27])([CH3:24])([CH3:23])[CH3:22]. The catalyst is O1CCCC1.C(OCC)(=O)C. The product is [C:21]([O:25][C:26]([N:28]1[CH2:32][CH2:31][CH2:30][C@@H:29]1[C:33](=[O:34])[NH:1][C:2]1[CH:6]([O:7][CH2:8][CH3:9])[O:5][C:4](=[O:10])[CH:3]=1)=[O:27])([CH3:24])([CH3:23])[CH3:22]. The yield is 0.260. (6) The reactants are Br[C:2]1[CH:14]=[C:13](Br)[C:5]2[O:6][C:7]3[CH:12]=[CH:11][CH:10]=[CH:9][C:8]=3[C:4]=2[C:3]=1[NH2:16].[C:17](B1OC(C)(C)C(C)(C)O1)([CH3:19])=[CH2:18].O.P([O-])([O-])([O-])=O.[K+].[K+].[K+].[CH:38](=O)[C:39]1C=CC=C[CH:40]=1. The catalyst is C1C=CC(/C=C/C(/C=C/C2C=CC=CC=2)=O)=CC=1.C1C=CC(/C=C/C(/C=C/C2C=CC=CC=2)=O)=CC=1.C1C=CC(/C=C/C(/C=C/C2C=CC=CC=2)=O)=CC=1.[Pd].[Pd].C1(P(C2CCCCC2)C2C=C(C3C(OC)=CC=CC=3OC)C=CC=2)CCCCC1.O.C1(C)C=CC=CC=1. The product is [CH2:18]=[C:17]([C:2]1[CH:14]=[C:13]([C:39]([CH3:40])=[CH2:38])[C:5]2[O:6][C:7]3[CH:12]=[CH:11][CH:10]=[CH:9][C:8]=3[C:4]=2[C:3]=1[NH2:16])[CH3:19]. The yield is 0.990.